Dataset: Full USPTO retrosynthesis dataset with 1.9M reactions from patents (1976-2016). Task: Predict the reactants needed to synthesize the given product. Given the product [F:22][C:2]([F:1])([F:21])[O:3][C:4]1[CH:9]=[CH:8][C:7]([C:10]2[C:11](=[O:20])[NH:12][C:13]3([CH2:19][CH2:18][CH2:17][CH2:16][CH2:15]3)[N:14]=2)=[CH:6][CH:5]=1, predict the reactants needed to synthesize it. The reactants are: [F:1][C:2]([F:22])([F:21])[O:3][C:4]1[CH:9]=[CH:8][C:7]([CH:10]2[NH:14][C:13]3([CH2:19][CH2:18][CH2:17][CH2:16][CH2:15]3)[NH:12][C:11]2=[O:20])=[CH:6][CH:5]=1.BrN1C(=O)CCC1=O.C(=O)([O-])O.[Na+].